Dataset: KCNQ2 potassium channel screen with 302,405 compounds. Task: Binary Classification. Given a drug SMILES string, predict its activity (active/inactive) in a high-throughput screening assay against a specified biological target. (1) The molecule is S(=O)(=O)(Nc1ccc(cc1)CC(O)=O)c1cc2c(cc1)cccc2. The result is 0 (inactive). (2) The molecule is Fc1ccc(N2CCN(C3CCN(CC3)CC)CC2)cc1. The result is 0 (inactive). (3) The drug is O(CC(=O)N(c1c(n(Cc2ccccc2)c(=O)[nH]c1=O)N)C)C(=O)c1c(Cc2ccccc2)cccc1. The result is 0 (inactive).